Dataset: Peptide-MHC class I binding affinity with 185,985 pairs from IEDB/IMGT. Task: Regression. Given a peptide amino acid sequence and an MHC pseudo amino acid sequence, predict their binding affinity value. This is MHC class I binding data. (1) The peptide sequence is HAAVRRNAF. The MHC is HLA-B18:01 with pseudo-sequence HLA-B18:01. The binding affinity (normalized) is 0.0847. (2) The peptide sequence is MMYASWGVH. The MHC is HLA-B35:01 with pseudo-sequence HLA-B35:01. The binding affinity (normalized) is 0.270. (3) The peptide sequence is LLAMTFWPA. The MHC is HLA-B15:17 with pseudo-sequence HLA-B15:17. The binding affinity (normalized) is 0.0847.